The task is: Predict the product of the given reaction.. This data is from Forward reaction prediction with 1.9M reactions from USPTO patents (1976-2016). (1) Given the reactants [NH2:1][CH2:2][CH2:3][C:4]1[CH:9]=[CH:8][C:7]([C:10]2[CH:15]=[CH:14][C:13]([CH:16]([CH3:25])[CH2:17][NH:18][S:19]([CH:22]([CH3:24])[CH3:23])(=[O:21])=[O:20])=[CH:12][CH:11]=2)=[CH:6][CH:5]=1.[CH2:26]([S:28](Cl)(=[O:30])=[O:29])[CH3:27], predict the reaction product. The product is: [CH2:26]([S:28]([NH:1][CH2:2][CH2:3][C:4]1[CH:5]=[CH:6][C:7]([C:10]2[CH:15]=[CH:14][C:13]([CH:16]([CH3:25])[CH2:17][NH:18][S:19]([CH:22]([CH3:24])[CH3:23])(=[O:21])=[O:20])=[CH:12][CH:11]=2)=[CH:8][CH:9]=1)(=[O:30])=[O:29])[CH3:27]. (2) Given the reactants C[O:2][C:3]([C:5]1[C:10]([CH:11]=[CH2:12])=[C:9]([NH2:13])[N:8]=[C:7]([C:14]2[CH:19]=[CH:18][C:17]([Cl:20])=[C:16]([O:21][CH3:22])[C:15]=2[F:23])[N:6]=1)=[O:4].[OH-].[Na+].Cl, predict the reaction product. The product is: [NH2:13][C:9]1[N:8]=[C:7]([C:14]2[CH:19]=[CH:18][C:17]([Cl:20])=[C:16]([O:21][CH3:22])[C:15]=2[F:23])[N:6]=[C:5]([C:3]([OH:4])=[O:2])[C:10]=1[CH:11]=[CH2:12]. (3) Given the reactants [CH3:1][C:2]1[NH:3][C:4]2[C:9]([CH:10]=1)=[CH:8][CH:7]=[CH:6][CH:5]=2.[H-].[Na+].Br[CH2:14][C:15]([O:17][CH3:18])=[O:16], predict the reaction product. The product is: [CH3:1][C:2]1[N:3]([CH2:14][C:15]([O:17][CH3:18])=[O:16])[C:4]2[C:9]([CH:10]=1)=[CH:8][CH:7]=[CH:6][CH:5]=2. (4) The product is: [NH2:18][C:19](=[O:35])[CH:20]([CH2:27][C:28]1[CH:33]=[CH:32][C:31]([NH:34][C:2]2[CH:7]=[C:6]([C:8]3[CH:13]=[CH:12][CH:11]=[C:10]([Cl:14])[CH:9]=3)[N:5]=[C:4]3[CH2:15][CH2:16][CH2:17][C:3]=23)=[CH:30][CH:29]=1)[C:21]([O:23][CH:24]([CH3:25])[CH3:26])=[O:22]. Given the reactants Cl[C:2]1[CH:7]=[C:6]([C:8]2[CH:13]=[CH:12][CH:11]=[C:10]([Cl:14])[CH:9]=2)[N:5]=[C:4]2[CH2:15][CH2:16][CH2:17][C:3]=12.[NH2:18][C:19](=[O:35])[CH:20]([CH2:27][C:28]1[CH:33]=[CH:32][C:31]([NH2:34])=[CH:30][CH:29]=1)[C:21]([O:23][CH:24]([CH3:26])[CH3:25])=[O:22], predict the reaction product.